From a dataset of Forward reaction prediction with 1.9M reactions from USPTO patents (1976-2016). Predict the product of the given reaction. (1) Given the reactants O.[OH-].[Na+].[Cl:4][C:5]1[CH:6]=[C:7]2[C:12](=[CH:13][CH:14]=1)[N:11]=[C:10]([N:15]1[CH2:20][CH2:19][N:18](C=O)[CH2:17][CH2:16]1)[CH:9]=[CH:8]2, predict the reaction product. The product is: [Cl:4][C:5]1[CH:6]=[C:7]2[C:12](=[CH:13][CH:14]=1)[N:11]=[C:10]([N:15]1[CH2:16][CH2:17][NH:18][CH2:19][CH2:20]1)[CH:9]=[CH:8]2. (2) Given the reactants [F:1][C:2]([C:18]1[CH:45]=[CH:44][C:21]([C:22]([NH:24][C:25]2[C:29]([NH:30][C:31](=[O:37])[O:32][C:33]([CH3:36])([CH3:35])[CH3:34])=[CH:28][N:27]([C:38]3[CH:43]=[CH:42][CH:41]=[CH:40][CH:39]=3)[N:26]=2)=[O:23])=[CH:20][CH:19]=1)([F:17])[C:3]([NH:5][NH:6][C:7](=[O:16])[C:8]1[CH:13]=[CH:12][CH:11]=[CH:10][C:9]=1[O:14][CH3:15])=O.CC[N+](S(N=C(OC)[O-])(=O)=O)(CC)CC, predict the reaction product. The product is: [F:1][C:2]([F:17])([C:3]1[O:16][C:7]([C:8]2[CH:13]=[CH:12][CH:11]=[CH:10][C:9]=2[O:14][CH3:15])=[N:6][N:5]=1)[C:18]1[CH:45]=[CH:44][C:21]([C:22]([NH:24][C:25]2[C:29]([NH:30][C:31](=[O:37])[O:32][C:33]([CH3:36])([CH3:34])[CH3:35])=[CH:28][N:27]([C:38]3[CH:39]=[CH:40][CH:41]=[CH:42][CH:43]=3)[N:26]=2)=[O:23])=[CH:20][CH:19]=1. (3) Given the reactants [Cl:1][C:2]1[N:10]=[CH:9][C:8]2[N:7](S(C3C=CC(C)=CC=3)(=O)=O)[C:6]3[N:21]=[CH:22][C:23]([O:26][CH2:27][CH2:28][O:29][CH3:30])=[C:24]([I:25])[C:5]=3[C:4]=2[CH:3]=1.O.[OH-].[Li+].O.Cl, predict the reaction product. The product is: [Cl:1][C:2]1[N:10]=[CH:9][C:8]2[NH:7][C:6]3[N:21]=[CH:22][C:23]([O:26][CH2:27][CH2:28][O:29][CH3:30])=[C:24]([I:25])[C:5]=3[C:4]=2[CH:3]=1. (4) The product is: [Cl:1][C:2]1[CH:3]=[C:4]([C@H:9]2[C:18]3[C:13](=[CH:14][C:15]([C:19]#[C:20][CH2:21][CH2:22][CH2:23][O:24][CH3:36])=[CH:16][CH:17]=3)[C@@H:12]([N:25]([C:27]([O:29][C:30]([CH3:33])([CH3:32])[CH3:31])=[O:28])[CH3:26])[CH2:11][CH2:10]2)[CH:5]=[CH:6][C:7]=1[Cl:8]. Given the reactants [Cl:1][C:2]1[CH:3]=[C:4]([C@H:9]2[C:18]3[C:13](=[CH:14][C:15]([C:19]#[C:20][CH2:21][CH2:22][CH2:23][OH:24])=[CH:16][CH:17]=3)[C@@H:12]([N:25]([C:27]([O:29][C:30]([CH3:33])([CH3:32])[CH3:31])=[O:28])[CH3:26])[CH2:11][CH2:10]2)[CH:5]=[CH:6][C:7]=1[Cl:8].[H-].[Na+].[CH3:36]I, predict the reaction product. (5) Given the reactants [CH3:1][O:2][CH2:3][CH2:4][O:5][C:6]1[C:7]([NH:19][C:20]([NH2:22])=[S:21])=[N:8][CH:9]=[C:10]([O:12][C:13]2[CH:18]=[CH:17][CH:16]=[CH:15][CH:14]=2)[CH:11]=1.Cl[CH2:24][CH:25]=O, predict the reaction product. The product is: [CH3:1][O:2][CH2:3][CH2:4][O:5][C:6]1[C:7]([NH:19][C:20]2[S:21][CH:24]=[CH:25][N:22]=2)=[N:8][CH:9]=[C:10]([O:12][C:13]2[CH:18]=[CH:17][CH:16]=[CH:15][CH:14]=2)[CH:11]=1.